This data is from Forward reaction prediction with 1.9M reactions from USPTO patents (1976-2016). The task is: Predict the product of the given reaction. (1) The product is: [Cl:16][CH2:14][CH2:13][CH2:12][O:1][C:2]1[CH:7]=[CH:6][C:5]([C:8](=[O:10])[CH3:9])=[CH:4][CH:3]=1. Given the reactants [OH:1][C:2]1[CH:7]=[CH:6][C:5]([C:8](=[O:10])[CH3:9])=[CH:4][CH:3]=1.Br[CH2:12][CH2:13][C:14]([Cl:16])=O.C(=O)([O-])[O-].[K+].[K+], predict the reaction product. (2) Given the reactants [NH2:1][C:2]1[C:7]2[C:8](=[O:29])[N:9]([C:13]3[CH:18]=[CH:17][C:16]([C@H:19]4[CH2:24][CH2:23][C@H:22]([CH2:25][C:26]([OH:28])=O)[CH2:21][CH2:20]4)=[CH:15][CH:14]=3)[CH2:10][CH2:11][O:12][C:6]=2[N:5]=[CH:4][N:3]=1.C[NH:31][SH:32](=[O:34])=[O:33].[CH:35]1C=CC2N(O)N=NC=2C=1.CCN=C=NCCCN(C)C.Cl, predict the reaction product. The product is: [NH2:1][C:2]1[C:7]2[C:8](=[O:29])[N:9]([C:13]3[CH:18]=[CH:17][C:16]([C@H:19]4[CH2:24][CH2:23][C@H:22]([CH2:25][C:26]([NH:31][S:32]([CH3:35])(=[O:34])=[O:33])=[O:28])[CH2:21][CH2:20]4)=[CH:15][CH:14]=3)[CH2:10][CH2:11][O:12][C:6]=2[N:5]=[CH:4][N:3]=1. (3) Given the reactants [H-].[Na+].Cl[C:4]1[N:9]=[C:8]([C:10]2[N:15]=[CH:14][CH:13]=[CH:12][N:11]=2)[N:7]=[C:6]([NH:16][S:17]([CH2:20][CH2:21][C:22]([CH3:25])([CH3:24])[CH3:23])(=[O:19])=[O:18])[C:5]=1[O:26][C:27]1[CH:32]=[CH:31][CH:30]=[CH:29][C:28]=1[O:33][CH3:34].[CH3:35][OH:36], predict the reaction product. The product is: [CH3:35][O:36][C:4]1[N:9]=[C:8]([C:10]2[N:15]=[CH:14][CH:13]=[CH:12][N:11]=2)[N:7]=[C:6]([NH:16][S:17]([CH2:20][CH2:21][C:22]([CH3:25])([CH3:24])[CH3:23])(=[O:19])=[O:18])[C:5]=1[O:26][C:27]1[CH:32]=[CH:31][CH:30]=[CH:29][C:28]=1[O:33][CH3:34]. (4) The product is: [Cl:1][C:2]1[N:11]=[C:10]([NH:14][C:15]2[CH:20]=[CH:19][C:18]([CH:21]3[CH2:26][CH2:25][N:24]([C:27]([O:29][C:30]([CH3:32])([CH3:31])[CH3:33])=[O:28])[CH2:23][CH2:22]3)=[C:17]([CH3:34])[CH:16]=2)[C:9]2[C:8](=[O:13])[NH:7][CH:6]=[CH:5][C:4]=2[CH:3]=1. Given the reactants [Cl:1][C:2]1[CH:3]=[C:4]2[C:9](=[C:10](Cl)[N:11]=1)[C:8](=[O:13])[NH:7][CH:6]=[CH:5]2.[NH2:14][C:15]1[CH:20]=[CH:19][C:18]([CH:21]2[CH2:26][CH2:25][N:24]([C:27]([O:29][C:30]([CH3:33])([CH3:32])[CH3:31])=[O:28])[CH2:23][CH2:22]2)=[C:17]([CH3:34])[CH:16]=1, predict the reaction product. (5) The product is: [Cl:20][C:14]1[CH:13]=[CH:12][C:11]2[N:10]([N:9]=[C:8]([C:21]3[CH:25]=[CH:24][O:23][CH:22]=3)[C:7]=2[CH:26]([OH:27])[C:28]2[N:33]=[C:32]([C:34]([O:36][CH3:37])=[O:35])[CH:31]=[CH:30][CH:29]=2)[C:15]=1[Si:16]([CH3:19])([CH3:18])[CH3:17]. Given the reactants C([Li])CCC.Br[C:7]1[C:8]([C:21]2[CH:25]=[CH:24][O:23][CH:22]=2)=[N:9][N:10]2[C:15]([Si:16]([CH3:19])([CH3:18])[CH3:17])=[C:14]([Cl:20])[CH:13]=[CH:12][C:11]=12.[CH:26]([C:28]1[N:33]=[C:32]([C:34]([O:36][CH3:37])=[O:35])[CH:31]=[CH:30][CH:29]=1)=[O:27].[Cl-].[NH4+], predict the reaction product. (6) Given the reactants [CH:1]1([NH:4][C:5]([C:7]2[CH:8]=[CH:9][C:10]([CH3:39])=[C:11]([C:13]3[CH:14]=[C:15]4[C:20](=[CH:21][CH:22]=3)[N:19]=[C:18]([NH:23][CH2:24][CH2:25][N:26]3[CH2:31][CH2:30][N:29](C(OC(C)(C)C)=O)[CH2:28][CH2:27]3)[N:17]=[CH:16]4)[CH:12]=2)=[O:6])[CH2:3][CH2:2]1.Cl.O1CCOCC1.C(=O)(O)[O-].[Na+], predict the reaction product. The product is: [CH:1]1([NH:4][C:5](=[O:6])[C:7]2[CH:8]=[CH:9][C:10]([CH3:39])=[C:11]([C:13]3[CH:14]=[C:15]4[C:20](=[CH:21][CH:22]=3)[N:19]=[C:18]([NH:23][CH2:24][CH2:25][N:26]3[CH2:27][CH2:28][NH:29][CH2:30][CH2:31]3)[N:17]=[CH:16]4)[CH:12]=2)[CH2:2][CH2:3]1. (7) Given the reactants [Si]([O:8][CH2:9][C:10]1([CH3:37])[S:16][CH2:15][CH2:14][N:13]2[C:17]([C:20]3([C:23]4[CH:28]=[CH:27][C:26]([C:29]5[CH:30]=[N:31][CH:32]=[C:33]([CH:36]=5)[C:34]#[N:35])=[CH:25][CH:24]=4)[CH2:22][CH2:21]3)=[N:18][N:19]=[C:12]2[CH2:11]1)(C(C)(C)C)(C)C.Cl, predict the reaction product. The product is: [OH:8][CH2:9][C:10]1([CH3:37])[S:16][CH2:15][CH2:14][N:13]2[C:17]([C:20]3([C:23]4[CH:24]=[CH:25][C:26]([C:29]5[CH:30]=[N:31][CH:32]=[C:33]([CH:36]=5)[C:34]#[N:35])=[CH:27][CH:28]=4)[CH2:22][CH2:21]3)=[N:18][N:19]=[C:12]2[CH2:11]1.